Dataset: Catalyst prediction with 721,799 reactions and 888 catalyst types from USPTO. Task: Predict which catalyst facilitates the given reaction. (1) Reactant: C([N-]C(C)C)(C)C.[Li+].[N:9]1([C:20]([O:22][C:23]([CH3:26])([CH3:25])[CH3:24])=[O:21])[CH2:14][CH2:13][CH:12]([C:15]([O:17][CH2:18][CH3:19])=[O:16])[CH2:11][CH2:10]1.[Br:27][C:28]([CH2:30]Br)=[CH2:29]. Product: [Br:27][C:28](=[CH2:29])[CH2:30][C:12]1([C:15]([O:17][CH2:18][CH3:19])=[O:16])[CH2:11][CH2:10][N:9]([C:20]([O:22][C:23]([CH3:25])([CH3:24])[CH3:26])=[O:21])[CH2:14][CH2:13]1. The catalyst class is: 1. (2) Reactant: [C:1]([O-:13])(=[O:12])[CH2:2][C:3]([CH2:8][C:9]([O-:11])=[O:10])([C:5]([O-:7])=[O:6])[OH:4].[CH3:14][O:15][C:16](=[O:48])[CH:17]([NH:28][C:29]([NH:31][CH2:32][CH:33]1[CH2:38][CH2:37][C:36]([N:45]([CH3:47])[CH3:46])([C:39]2[CH:44]=[CH:43][CH:42]=[CH:41][CH:40]=2)[CH2:35][CH2:34]1)=[S:30])[CH2:18][C:19]1[C:27]2[C:22](=[CH:23][CH:24]=[CH:25][CH:26]=2)[NH:21][CH:20]=1.C(O)(=O)CC(CC(O)=O)(C(O)=O)O. Product: [C:1]([OH:13])(=[O:12])[CH2:2][C:3]([CH2:8][C:9]([OH:11])=[O:10])([C:5]([OH:7])=[O:6])[OH:4].[CH3:14][O:15][C:16](=[O:48])[CH:17]([NH:28][C:29]([NH:31][CH2:32][CH:33]1[CH2:38][CH2:37][C:36]([N:45]([CH3:46])[CH3:47])([C:39]2[CH:40]=[CH:41][CH:42]=[CH:43][CH:44]=2)[CH2:35][CH2:34]1)=[S:30])[CH2:18][C:19]1[C:27]2[C:22](=[CH:23][CH:24]=[CH:25][CH:26]=2)[NH:21][CH:20]=1. The catalyst class is: 8. (3) Reactant: [F:1][C:2]1[CH:7]=[C:6]([CH2:8][C:9]([C:11]2[CH:16]=[CH:15][CH:14]=[C:13]([C:17]([F:20])([F:19])[F:18])[CH:12]=2)=[O:10])[CH:5]=[CH:4][N:3]=1.C([O:25][N:26]=O)(C)(C)C.Cl. Product: [F:1][C:2]1[CH:7]=[C:6]([C:8](=[N:26][OH:25])[C:9]([C:11]2[CH:16]=[CH:15][CH:14]=[C:13]([C:17]([F:18])([F:19])[F:20])[CH:12]=2)=[O:10])[CH:5]=[CH:4][N:3]=1. The catalyst class is: 8. (4) Reactant: C[N:2]1[C:7](=[O:8])[C:6]2=[C:9]([S:26][CH3:27])[N:10]([CH2:12][C:13]3[CH:18]=[CH:17][C:16]([C:19]4[CH:24]=[CH:23][CH:22]=[C:21]([F:25])[N:20]=4)=[CH:15][CH:14]=3)[N:11]=[C:5]2[N:4]2[C@H:28]3[CH2:33][CH2:32][CH2:31][C@H:29]3[N:30]=[C:3]12.P12(SP3(SP(SP(S3)(S1)=S)(=S)S2)=S)=S.N. Product: [CH3:27][S:26][C:9]1[N:10]([CH2:12][C:13]2[CH:18]=[CH:17][C:16]([C:19]3[CH:24]=[CH:23][CH:22]=[C:21]([F:25])[N:20]=3)=[CH:15][CH:14]=2)[N:11]=[C:5]2[N:4]3[C@H:28]4[CH2:33][CH2:32][CH2:31][C@H:29]4[N:30]=[C:3]3[NH:2][C:7](=[O:8])[C:6]=12. The catalyst class is: 5. (5) Reactant: [Cl-:1].Cl[C:3]1([C:15]([OH:17])=[O:16])N(C2C(Cl)=CC=CN=2)NC=[CH:4]1.[Cl:18][C:19]1[CH:23]=C(C(O)=O)[N:21]([C:27]2[C:32]([Cl:33])=[CH:31][CH:30]=[CH:29][N:28]=2)[N:20]=1.N1[CH:39]=[CH:38][CH:37]=[CH:36][CH:35]=1.[C:40](#[N:42])[CH3:41]. Product: [Cl:1][C:36]1[CH:37]=[C:38]([CH3:39])[C:4]2[N:42]=[C:40]([C:41]3[N:21]([C:27]4[C:32]([Cl:33])=[CH:31][CH:30]=[CH:29][N:28]=4)[N:20]=[C:19]([Cl:18])[CH:23]=3)[O:17][C:15](=[O:16])[C:3]=2[CH:35]=1. The catalyst class is: 6. (6) Reactant: [NH2:1][C@@H:2]1[CH2:7][CH2:6][C@H:5]([NH:8][C:9]([C:11]2[C:19]3[C:14](=[N:15][CH:16]=[C:17]([C:20]4[C:28]5[C:23](=[CH:24][C:25]([Cl:29])=[CH:26][CH:27]=5)[N:22]([CH3:30])[N:21]=4)[N:18]=3)[N:13](COCC[Si](C)(C)C)[CH:12]=2)=[O:10])[CH2:4][CH2:3]1.FC(F)(F)C(O)=O.C(N)CN. Product: [NH2:1][C@@H:2]1[CH2:7][CH2:6][C@H:5]([NH:8][C:9]([C:11]2[C:19]3[C:14](=[N:15][CH:16]=[C:17]([C:20]4[C:28]5[C:23](=[CH:24][C:25]([Cl:29])=[CH:26][CH:27]=5)[N:22]([CH3:30])[N:21]=4)[N:18]=3)[NH:13][CH:12]=2)=[O:10])[CH2:4][CH2:3]1. The catalyst class is: 4.